From a dataset of Forward reaction prediction with 1.9M reactions from USPTO patents (1976-2016). Predict the product of the given reaction. (1) Given the reactants [CH2:1]([O:3][C:4]([N:6]1[C:15]2[C:10](=[N:11][C:12]([O:16][CH3:17])=[CH:13][CH:14]=2)[C@@H:9]([NH:18][C:19]2[N:24]=[C:23]([CH2:25][C:26]3[CH:31]=[C:30]([C:32]([F:35])([F:34])[F:33])[CH:29]=[C:28]([C:36]([F:39])([F:38])[F:37])[CH:27]=3)[C:22]([N:40]3[CH2:45][CH2:44][CH:43]([C:46]([O:48]CC)=[O:47])[CH2:42][CH2:41]3)=[CH:21][N:20]=2)[CH2:8][C@H:7]1[CH2:51][CH3:52])=[O:5])[CH3:2].[OH-].[K+].Cl, predict the reaction product. The product is: [CH2:1]([O:3][C:4]([N:6]1[C:15]2[C:10](=[N:11][C:12]([O:16][CH3:17])=[CH:13][CH:14]=2)[C@@H:9]([NH:18][C:19]2[N:24]=[C:23]([CH2:25][C:26]3[CH:31]=[C:30]([C:32]([F:33])([F:34])[F:35])[CH:29]=[C:28]([C:36]([F:37])([F:38])[F:39])[CH:27]=3)[C:22]([N:40]3[CH2:41][CH2:42][CH:43]([C:46]([OH:48])=[O:47])[CH2:44][CH2:45]3)=[CH:21][N:20]=2)[CH2:8][C@H:7]1[CH2:51][CH3:52])=[O:5])[CH3:2]. (2) Given the reactants [Br:1][C:2]1[CH:7]=[CH:6][CH:5]=[C:4]([N+:8]([O-])=O)[C:3]=1[S:11][CH2:12][C:13]([O:15]CC)=O, predict the reaction product. The product is: [Br:1][C:2]1[C:3]2[S:11][CH2:12][C:13](=[O:15])[NH:8][C:4]=2[CH:5]=[CH:6][CH:7]=1. (3) Given the reactants [CH3:1][Si:2]([CH3:26])([CH3:25])[CH2:3][CH2:4][O:5][CH2:6][O:7][C:8]1[CH:24]=[CH:23][C:11]([C:12]([C:14]2[CH:22]=[CH:21][CH:20]=[CH:19][C:15]=2[C:16]([OH:18])=[O:17])=O)=[CH:10][CH:9]=1.S(Cl)([Cl:29])=O, predict the reaction product. The product is: [Cl:29][C:12]1([C:11]2[CH:23]=[CH:24][C:8]([O:7][CH2:6][O:5][CH2:4][CH2:3][Si:2]([CH3:26])([CH3:25])[CH3:1])=[CH:9][CH:10]=2)[C:14]2[C:15](=[CH:19][CH:20]=[CH:21][CH:22]=2)[C:16](=[O:18])[O:17]1. (4) Given the reactants [C:1]([C:3]1[CH:8]=[CH:7][C:6]([S:9]([NH2:12])(=[O:11])=[O:10])=[C:5]([CH2:13][CH3:14])[CH:4]=1)#[N:2].[OH:15][NH2:16], predict the reaction product. The product is: [CH2:13]([C:5]1[CH:4]=[C:3]([CH:8]=[CH:7][C:6]=1[S:9](=[O:11])(=[O:10])[NH2:12])[C:1]([NH:16][OH:15])=[NH:2])[CH3:14]. (5) Given the reactants [CH3:1][C:2]1[CH:8]=[CH:7][C:5]([NH2:6])=[CH:4][C:3]=1[N+:9]([O-:11])=[O:10].C(N(CC)CC)C.[F:19][C:20]([F:31])([F:30])[C:21]1[CH:22]=[C:23]([CH:27]=[CH:28][CH:29]=1)[C:24](Cl)=[O:25], predict the reaction product. The product is: [CH3:1][C:2]1[CH:8]=[CH:7][C:5]([NH:6][C:24](=[O:25])[C:23]2[CH:27]=[CH:28][CH:29]=[C:21]([C:20]([F:19])([F:30])[F:31])[CH:22]=2)=[CH:4][C:3]=1[N+:9]([O-:11])=[O:10]. (6) Given the reactants C([O:3][C:4](=O)[NH:5][CH2:6][CH2:7][C:8]1[S:9][CH:10]=[CH:11][CH:12]=1)C.O=P12OP3(OP(OP(O3)(O1)=O)(=O)O2)=O, predict the reaction product. The product is: [S:9]1[C:8]2[CH2:7][CH2:6][NH:5][C:4](=[O:3])[C:12]=2[CH:11]=[CH:10]1. (7) Given the reactants [CH3:1][O:2][C:3](=[O:23])[CH:4]([CH3:22])[CH2:5][C:6]1[C:14]2[C:9](=[CH:10][CH:11]=[CH:12][CH:13]=2)[N:8](C(OC(C)(C)C)=O)[CH:7]=1, predict the reaction product. The product is: [NH:8]1[C:9]2[C:14](=[CH:13][CH:12]=[CH:11][CH:10]=2)[C:6]([CH2:5][CH:4]([CH3:22])[C:3]([O:2][CH3:1])=[O:23])=[CH:7]1. (8) Given the reactants [F:1][C:2]1([F:16])[O:6][C:5]2[CH:7]=[CH:8][C:9]([OH:15])=[C:10]([C:11]([O:13][CH3:14])=[O:12])[C:4]=2[O:3]1.[Br:17]Br, predict the reaction product. The product is: [Br:17][C:8]1[C:9]([OH:15])=[C:10]([C:11]([O:13][CH3:14])=[O:12])[C:4]2[O:3][C:2]([F:1])([F:16])[O:6][C:5]=2[CH:7]=1.